Regression. Given a peptide amino acid sequence and an MHC pseudo amino acid sequence, predict their binding affinity value. This is MHC class I binding data. From a dataset of Peptide-MHC class I binding affinity with 185,985 pairs from IEDB/IMGT. (1) The peptide sequence is MSFSCIAIGI. The MHC is HLA-A68:02 with pseudo-sequence HLA-A68:02. The binding affinity (normalized) is 0.848. (2) The peptide sequence is GVIDTMRIY. The MHC is HLA-A68:01 with pseudo-sequence HLA-A68:01. The binding affinity (normalized) is 0.259. (3) The peptide sequence is TTVPWPNASL. The MHC is Mamu-A01 with pseudo-sequence Mamu-A01. The binding affinity (normalized) is 0.952. (4) The peptide sequence is FIYSIMETI. The MHC is HLA-A02:01 with pseudo-sequence HLA-A02:01. The binding affinity (normalized) is 0.717. (5) The binding affinity (normalized) is 0.944. The peptide sequence is TVIDLDPIPY. The MHC is HLA-B15:01 with pseudo-sequence HLA-B15:01. (6) The peptide sequence is CSSLTEEFY. The MHC is HLA-A29:02 with pseudo-sequence HLA-A29:02. The binding affinity (normalized) is 0.370.